Dataset: Full USPTO retrosynthesis dataset with 1.9M reactions from patents (1976-2016). Task: Predict the reactants needed to synthesize the given product. (1) Given the product [NH2:55][C:25](=[O:26])[CH2:24][C:19]1[CH:20]=[CH:21][CH:22]=[CH:23][C:18]=1[CH2:17][CH2:16][C:14]1[C:13]([C:29]([F:30])([F:31])[F:32])=[CH:12][N:11]=[C:10]([NH:9][C:8]2[CH:7]=[CH:6][C:5]([CH:33]3[CH2:38][CH2:37][N:36]([C:39]([O:41][C:42]([CH3:44])([CH3:45])[CH3:43])=[O:40])[CH2:35][CH2:34]3)=[CH:4][C:3]=2[CH2:1][CH3:2])[N:15]=1, predict the reactants needed to synthesize it. The reactants are: [CH2:1]([C:3]1[CH:4]=[C:5]([CH:33]2[CH2:38][CH2:37][N:36]([C:39]([O:41][C:42]([CH3:45])([CH3:44])[CH3:43])=[O:40])[CH2:35][CH2:34]2)[CH:6]=[CH:7][C:8]=1[NH:9][C:10]1[N:15]=[C:14]([CH2:16][CH2:17][C:18]2[CH:23]=[CH:22][CH:21]=[CH:20][C:19]=2[CH2:24][C:25](OC)=[O:26])[C:13]([C:29]([F:32])([F:31])[F:30])=[CH:12][N:11]=1)[CH3:2].O.[OH-].[Li+].C1C=CC2N(O)N=[N:55]C=2C=1.CCN=C=NCCCN(C)C.Cl.CCN(C(C)C)C(C)C.C(=O)([O-])[O-].[NH4+].[NH4+]. (2) Given the product [NH2:9][C@H:8]1[C@H:2]([F:1])[CH2:3][O:4][C@H:5]([C:17]2[N:21]([CH3:22])[N:20]=[CH:19][C:18]=2[NH:23][C:44](=[O:45])[C:42]2[CH:41]=[CH:40][C:39]([F:47])=[C:38]([C:28]3[C:29]([F:37])=[CH:30][C:31]([C:33]([OH:36])([CH3:35])[CH3:34])=[CH:32][C:27]=3[F:26])[N:43]=2)[CH2:6][CH2:7]1, predict the reactants needed to synthesize it. The reactants are: [F:1][C@H:2]1[C@H:8]([NH:9]C(=O)OC(C)(C)C)[CH2:7][CH2:6][C@@H:5]([C:17]2[N:21]([CH3:22])[N:20]=[CH:19][C:18]=2[N+:23]([O-])=O)[O:4][CH2:3]1.[F:26][C:27]1[CH:32]=[C:31]([C:33]([OH:36])([CH3:35])[CH3:34])[CH:30]=[C:29]([F:37])[C:28]=1[C:38]1[N:43]=[C:42]([C:44](O)=[O:45])[CH:41]=[CH:40][C:39]=1[F:47]. (3) Given the product [NH2:21][CH2:20][CH2:19][CH:18]([C:14]1[CH:15]=[CH:16][CH:17]=[C:12]([S:11][CH2:10][CH:5]2[CH2:9][CH2:8][CH2:7][CH2:6]2)[CH:13]=1)[OH:22], predict the reactants needed to synthesize it. The reactants are: B.CSC.[CH:5]1([CH2:10][S:11][C:12]2[CH:13]=[C:14]([CH:18]([OH:22])[CH2:19][C:20]#[N:21])[CH:15]=[CH:16][CH:17]=2)[CH2:9][CH2:8][CH2:7][CH2:6]1. (4) Given the product [CH3:14][O:13][C:11]([CH:6]1[CH2:7][CH:8]([OH:10])[CH:9]=[C:5]1[C:3]([O:2][CH3:1])=[O:4])=[O:12], predict the reactants needed to synthesize it. The reactants are: [CH3:1][O:2][C:3]([CH:5]1[CH2:9][C:8](=[O:10])[CH:7]=[C:6]1[C:11]([O:13][CH3:14])=[O:12])=[O:4].[BH4-].[Na+]. (5) Given the product [CH3:6][N:8]1[CH2:13][CH2:12][NH:11][C@H:10]([CH2:14][OH:15])[CH2:9]1, predict the reactants needed to synthesize it. The reactants are: C(O[C:6]([N:8]1[CH2:13][CH2:12][NH:11][C@H:10]([C:14](O)=[O:15])[CH2:9]1)=O)(C)(C)C.[H-].[H-].[H-].[H-].[Li+].[Al+3]. (6) Given the product [Cl:1][C:2]1[C:3]([N:31]2[CH2:36][CH2:35][N:34]([C:37]3[CH:42]=[CH:41][CH:40]=[CH:39][N:38]=3)[CH2:33][CH2:32]2)=[C:4]([F:30])[CH:5]=[C:6]2[C:11]=1[N:10]([C:12]1[CH:17]=[CH:16][C:15]([CH2:18][N:19]3[CH2:23][CH2:22][CH2:21][CH2:20]3)=[CH:14][CH:13]=1)[CH:9]=[C:8]([C:24]([OH:26])=[O:25])[C:7]2=[O:29], predict the reactants needed to synthesize it. The reactants are: [Cl:1][C:2]1[C:3]([N:31]2[CH2:36][CH2:35][N:34]([C:37]3[CH:42]=[CH:41][CH:40]=[CH:39][N:38]=3)[CH2:33][CH2:32]2)=[C:4]([F:30])[CH:5]=[C:6]2[C:11]=1[N:10]([C:12]1[CH:17]=[CH:16][C:15]([CH2:18][N:19]3[CH2:23][CH2:22][CH2:21][CH2:20]3)=[CH:14][CH:13]=1)[CH:9]=[C:8]([C:24]([O:26]CC)=[O:25])[C:7]2=[O:29].C(O)(C)C.Cl. (7) Given the product [C:12]([O:11][C:9]([N:6]1[CH2:7][CH2:8][C:3]([C:1]#[N:2])([C:16]2[CH:17]=[CH:18][C:19]([CH:22]=[O:23])=[CH:20][CH:21]=2)[CH2:4][CH2:5]1)=[O:10])([CH3:15])([CH3:13])[CH3:14], predict the reactants needed to synthesize it. The reactants are: [C:1]([C:3]1([C:16]2[CH:21]=[CH:20][C:19]([CH2:22][OH:23])=[CH:18][CH:17]=2)[CH2:8][CH2:7][N:6]([C:9]([O:11][C:12]([CH3:15])([CH3:14])[CH3:13])=[O:10])[CH2:5][CH2:4]1)#[N:2].C(=O)(O)[O-].[Na+].